From a dataset of Forward reaction prediction with 1.9M reactions from USPTO patents (1976-2016). Predict the product of the given reaction. (1) Given the reactants [C:1]([NH:4][C:5]1[CH:10]=[C:9]([Sn](C)(C)C)[N:8]=[C:7]([C:15]([O:17][CH3:18])=[O:16])[C:6]=1[Cl:19])(=[O:3])[CH3:2].[F:20][C:21]1[C:27]([F:28])=[C:26](I)[C:25]([F:30])=[CH:24][C:22]=1[NH2:23].[F-].[K+], predict the reaction product. The product is: [C:1]([NH:4][C:5]1[CH:10]=[C:9]([C:26]2[C:25]([F:30])=[CH:24][C:22]([NH2:23])=[C:21]([F:20])[C:27]=2[F:28])[N:8]=[C:7]([C:15]([O:17][CH3:18])=[O:16])[C:6]=1[Cl:19])(=[O:3])[CH3:2]. (2) Given the reactants [CH3:1][C:2]1[CH:3]=[C:4]([S:8]([O-:10])=[O:9])[CH:5]=[CH:6][CH:7]=1.[Na+].Br[C:13]1[CH:21]=[C:20]([CH3:22])[C:19]2[N:18]([CH3:23])[C:17]3[CH2:24][CH:25]4[NH:29][CH:28]([C:16]=3[C:15]=2[C:14]=1[C:30]([O:32][C:33]([CH3:36])([CH3:35])[CH3:34])=[O:31])[CH2:27][CH2:26]4, predict the reaction product. The product is: [CH3:1][C:2]1[CH:3]=[C:4]([S:8]([C:13]2[CH:21]=[C:20]([CH3:22])[C:19]3[N:18]([CH3:23])[C:17]4[CH2:24][CH:25]5[NH:29][CH:28]([C:16]=4[C:15]=3[C:14]=2[C:30]([O:32][C:33]([CH3:36])([CH3:35])[CH3:34])=[O:31])[CH2:27][CH2:26]5)(=[O:10])=[O:9])[CH:5]=[CH:6][CH:7]=1. (3) Given the reactants Br[CH2:2][C:3]([C:5]1[CH:10]=[CH:9][CH:8]=[CH:7][C:6]=1[O:11][CH3:12])=[O:4].C([O-])=[O:14].[Na+].CO, predict the reaction product. The product is: [CH3:12][O:11][C:6]1[CH:7]=[CH:8][CH:9]=[CH:10][C:5]=1[C:3](=[O:4])[CH2:2][OH:14].